This data is from Forward reaction prediction with 1.9M reactions from USPTO patents (1976-2016). The task is: Predict the product of the given reaction. (1) Given the reactants [CH2:1]([O:8][C:9]1[C:18]2[C:13](=[CH:14][CH:15]=[CH:16][CH:17]=2)[C:12]([CH2:19][O:20][CH3:21])=[N:11][C:10]=1[C:22](O)=[O:23])[C:2]1[CH:7]=[CH:6][CH:5]=[CH:4][CH:3]=1.CCN(CC)CC.ClC(OCC(C)C)=O.Cl.[CH2:41]([O:48][C:49](=[O:52])[CH2:50][NH2:51])[C:42]1[CH:47]=[CH:46][CH:45]=[CH:44][CH:43]=1, predict the reaction product. The product is: [CH2:41]([O:48][C:49](=[O:52])[CH2:50][NH:51][C:22]([C:10]1[N:11]=[C:12]([CH2:19][O:20][CH3:21])[C:13]2[C:18]([C:9]=1[O:8][CH2:1][C:2]1[CH:7]=[CH:6][CH:5]=[CH:4][CH:3]=1)=[CH:17][CH:16]=[CH:15][CH:14]=2)=[O:23])[C:42]1[CH:47]=[CH:46][CH:45]=[CH:44][CH:43]=1. (2) Given the reactants [C:1]([C:4]1([NH:10][CH3:11])[CH2:9][CH2:8][NH:7][CH2:6][CH2:5]1)(=[O:3])[NH2:2].Br[CH2:13][CH2:14][O:15][CH3:16], predict the reaction product. The product is: [CH3:16][O:15][CH2:14][CH2:13][N:7]1[CH2:8][CH2:9][C:4]([NH:10][CH3:11])([C:1]([NH2:2])=[O:3])[CH2:5][CH2:6]1. (3) Given the reactants C([O-])(=O)C.[NH4+:5].[CH:6]1([CH2:9][O:10][C:11]2[C:12]([O:23][CH3:24])=[CH:13][CH:14]=[C:15]3[C:20]=2[NH:19][C:18](=[O:21])[CH:17]=[C:16]3O)[CH2:8][CH2:7]1.C(O)(=O)C, predict the reaction product. The product is: [NH2:5][C:16]1[C:15]2[C:20](=[C:11]([O:10][CH2:9][CH:6]3[CH2:8][CH2:7]3)[C:12]([O:23][CH3:24])=[CH:13][CH:14]=2)[NH:19][C:18](=[O:21])[CH:17]=1. (4) Given the reactants [NH2:1][CH2:2][C:3]([S:6][C:7]1[N:15]([CH2:16][CH:17]=[C:18]([CH3:20])[CH3:19])[C:14]2[C:13](=[O:21])[N:12]([CH2:22][C:23](=[O:30])[C:24]3[CH:29]=[CH:28][CH:27]=[CH:26][CH:25]=3)[C:11](=[O:31])[N:10]([CH3:32])[C:9]=2[N:8]=1)([CH3:5])[CH3:4].[ClH:33], predict the reaction product. The product is: [ClH:33].[NH2:1][CH2:2][C:3]([S:6][C:7]1[N:15]([CH2:16][CH:17]=[C:18]([CH3:19])[CH3:20])[C:14]2[C:13](=[O:21])[N:12]([CH2:22][C:23](=[O:30])[C:24]3[CH:29]=[CH:28][CH:27]=[CH:26][CH:25]=3)[C:11](=[O:31])[N:10]([CH3:32])[C:9]=2[N:8]=1)([CH3:5])[CH3:4]. (5) Given the reactants Cl[C:2]1[N:7]=[C:6]2[NH:8][N:9]=[C:10]([C:11]3[CH:16]=[CH:15][N:14]=[C:13]([S:17][CH3:18])[N:12]=3)[C:5]2=[CH:4][N:3]=1.[NH2:19][C@@H:20]1[CH2:25][CH2:24][C@H:23]([NH:26][C:27](=[O:33])[O:28][C:29]([CH3:32])([CH3:31])[CH3:30])[CH2:22][CH2:21]1.C(N(CC)CC)C, predict the reaction product. The product is: [C:29]([O:28][C:27](=[O:33])[NH:26][CH:23]1[CH2:22][CH2:21][CH:20]([NH:19][C:2]2[N:7]=[C:6]3[NH:8][N:9]=[C:10]([C:11]4[CH:16]=[CH:15][N:14]=[C:13]([S:17][CH3:18])[N:12]=4)[C:5]3=[CH:4][N:3]=2)[CH2:25][CH2:24]1)([CH3:32])([CH3:30])[CH3:31]. (6) Given the reactants C(OC([N:8]1[CH:13]2[CH2:14][CH2:15][CH:9]1[CH2:10][C:11]([C:21]#[N:22])([C:16]1[S:17][CH:18]=[CH:19][N:20]=1)[CH2:12]2)=O)(C)(C)C.[ClH:23], predict the reaction product. The product is: [ClH:23].[S:17]1[CH:18]=[CH:19][N:20]=[C:16]1[C:11]1([C:21]#[N:22])[CH2:12][CH:13]2[NH:8][CH:9]([CH2:15][CH2:14]2)[CH2:10]1.